This data is from Forward reaction prediction with 1.9M reactions from USPTO patents (1976-2016). The task is: Predict the product of the given reaction. Given the reactants [CH3:1][C:2]1[N:7]=[C:6]([SH:8])[N:5]=[C:4]([OH:9])[CH:3]=1.C(N(CC)CC)C.Br[CH2:18][C:19]1[C:24]([Cl:25])=[CH:23][N:22]=[CH:21][C:20]=1[Cl:26], predict the reaction product. The product is: [Cl:26][C:20]1[CH:21]=[N:22][CH:23]=[C:24]([Cl:25])[C:19]=1[CH2:18][S:8][C:6]1[N:5]=[C:4]([OH:9])[CH:3]=[C:2]([CH3:1])[N:7]=1.